Predict which catalyst facilitates the given reaction. From a dataset of Catalyst prediction with 721,799 reactions and 888 catalyst types from USPTO. (1) Reactant: C([O:3][C:4](=[O:25])[CH2:5][CH2:6][C:7]1[CH:12]=[CH:11][C:10]([S:13][CH2:14][CH2:15][C@H:16]([O:18]S(C)(=O)=O)[CH3:17])=[CH:9][C:8]=1[CH2:23][CH3:24])C.[O:26]([C:33]1[CH:38]=[C:37]([C:39]([F:42])([F:41])[F:40])[CH:36]=[CH:35][C:34]=1O)[C:27]1[CH:32]=[CH:31][CH:30]=[CH:29][CH:28]=1.C(=O)([O-])[O-].[Cs+].[Cs+].[OH-].[Na+]. Product: [CH2:23]([C:8]1[CH:9]=[C:10]([S:13][CH2:14][CH2:15][C@@H:16]([O:18][C:34]2[CH:35]=[CH:36][C:37]([C:39]([F:42])([F:41])[F:40])=[CH:38][C:33]=2[O:26][C:27]2[CH:28]=[CH:29][CH:30]=[CH:31][CH:32]=2)[CH3:17])[CH:11]=[CH:12][C:7]=1[CH2:6][CH2:5][C:4]([OH:3])=[O:25])[CH3:24]. The catalyst class is: 3. (2) Reactant: [CH3:1][C:2]1([CH3:8])[CH2:7][NH:6][CH2:5][CH2:4][NH:3]1.C(N(CC)CC)C.[CH3:16][S:17](Cl)(=[O:19])=[O:18]. Product: [CH3:16][S:17]([N:6]1[CH2:5][CH2:4][NH:3][C:2]([CH3:8])([CH3:1])[CH2:7]1)(=[O:19])=[O:18]. The catalyst class is: 4. (3) Reactant: Cl.[CH3:2][O:3][C:4]1[CH:5]=[C:6]([CH:30]=[CH:31][C:32]=1[O:33][CH3:34])[C:7]([NH:9][CH2:10][C:11]1[CH:16]=[CH:15][CH:14]=[C:13]([C:17](=[O:29])[NH:18][C:19]2[CH:28]=[C:27]3[C:22]([CH2:23][CH2:24][NH:25][CH2:26]3)=[CH:21][CH:20]=2)[CH:12]=1)=[O:8].CC(O)=O.[CH:39](=O)[C:40]1[CH:45]=[CH:44][CH:43]=[CH:42][CH:41]=1.[BH-](OC(C)=O)(OC(C)=O)OC(C)=O.[Na+]. Product: [CH2:39]([N:25]1[CH2:24][CH2:23][C:22]2[C:27](=[CH:28][C:19]([NH:18][C:17]([C:13]3[CH:12]=[C:11]([CH:16]=[CH:15][CH:14]=3)[CH2:10][NH:9][C:7](=[O:8])[C:6]3[CH:30]=[CH:31][C:32]([O:33][CH3:34])=[C:4]([O:3][CH3:2])[CH:5]=3)=[O:29])=[CH:20][CH:21]=2)[CH2:26]1)[C:40]1[CH:45]=[CH:44][CH:43]=[CH:42][CH:41]=1. The catalyst class is: 1. (4) Reactant: C([O:3][C:4]([C:6]1([C:9]2[CH:14]=[CH:13][C:12]([C:15]3[CH:20]=[CH:19][C:18]([C:21]4[S:22][C:23]([Cl:40])=[CH:24][C:25]=4[NH:26][C:27]([O:29][C@@H:30]([C:32]4[CH:37]=[CH:36][C:35]([F:38])=[CH:34][C:33]=4[F:39])[CH3:31])=[O:28])=[CH:17][CH:16]=3)=[CH:11][CH:10]=2)[CH2:8][CH2:7]1)=[O:5])C.[OH-].[Na+].C(OCC)(=O)C. Product: [Cl:40][C:23]1[S:22][C:21]([C:18]2[CH:19]=[CH:20][C:15]([C:12]3[CH:13]=[CH:14][C:9]([C:6]4([C:4]([OH:5])=[O:3])[CH2:8][CH2:7]4)=[CH:10][CH:11]=3)=[CH:16][CH:17]=2)=[C:25]([NH:26][C:27]([O:29][C@@H:30]([C:32]2[CH:37]=[CH:36][C:35]([F:38])=[CH:34][C:33]=2[F:39])[CH3:31])=[O:28])[CH:24]=1. The catalyst class is: 32. (5) Reactant: [CH3:1][O:2][N:3]=[C:4]1[C:12]2[C:7](=[CH:8][C:9]([C:13]3[CH:17]=[CH:16][O:15][C:14]=3[C:18](=O)/[CH:19]=[CH:20]/N(C)C)=[CH:10][CH:11]=2)[CH2:6][CH2:5]1.C(=O)(O)O.[NH2:29][C:30]([NH2:32])=[NH:31].[OH-].[Na+]. Product: [CH3:1][O:2][N:3]=[C:4]1[C:12]2[C:7](=[CH:8][C:9]([C:13]3[CH:17]=[CH:16][O:15][C:14]=3[C:18]3[CH:19]=[CH:20][N:29]=[C:30]([NH2:32])[N:31]=3)=[CH:10][CH:11]=2)[CH2:6][CH2:5]1. The catalyst class is: 38. (6) Reactant: C[O:2][C:3]([C:5]1[CH:6]=[N:7][C:8]([N:11]2[CH2:23][CH2:22][C:21]3[C:20]4[C:15](=[CH:16][CH:17]=[CH:18][CH:19]=4)[N:14]([C:24]([O:26][C:27]([CH3:30])([CH3:29])[CH3:28])=[O:25])[C:13]=3[CH2:12]2)=[N:9][CH:10]=1)=O.[H-].C([Al+]CC(C)C)C(C)C.CO.O. Product: [OH:2][CH2:3][C:5]1[CH:6]=[N:7][C:8]([N:11]2[CH2:23][CH2:22][C:21]3[C:20]4[C:15](=[CH:16][CH:17]=[CH:18][CH:19]=4)[N:14]([C:24]([O:26][C:27]([CH3:30])([CH3:29])[CH3:28])=[O:25])[C:13]=3[CH2:12]2)=[N:9][CH:10]=1. The catalyst class is: 2. (7) Reactant: O.NN.Cl.[NH:5]1[CH2:9][CH2:8][N:7]=[C:6]1[N:10]1[CH2:19][CH2:18][C:17]2[C:12](=[CH:13][C:14]([N+:20]([O-])=O)=[CH:15][CH:16]=2)[CH2:11]1. Product: [NH:7]1[CH2:8][CH2:9][N:5]=[C:6]1[N:10]1[CH2:19][CH2:18][C:17]2[C:12](=[CH:13][C:14]([NH2:20])=[CH:15][CH:16]=2)[CH2:11]1. The catalyst class is: 470.